From a dataset of Full USPTO retrosynthesis dataset with 1.9M reactions from patents (1976-2016). Predict the reactants needed to synthesize the given product. (1) Given the product [CH3:1][C:2]1[CH:7]=[CH:6][C:5]([S:8][C:9]2[CH:10]=[CH:11][C:12]([O:15][S:29]([CH3:28])(=[O:31])=[O:30])=[CH:13][CH:14]=2)=[C:4]([NH:16][C:17]2[C:26]3[C:21](=[N:22][C:23]([CH3:27])=[CH:24][CH:25]=3)[N:20]=[CH:19][CH:18]=2)[CH:3]=1, predict the reactants needed to synthesize it. The reactants are: [CH3:1][C:2]1[CH:7]=[CH:6][C:5]([S:8][C:9]2[CH:14]=[CH:13][C:12]([OH:15])=[CH:11][CH:10]=2)=[C:4]([NH:16][C:17]2[C:26]3[C:21](=[N:22][C:23]([CH3:27])=[CH:24][CH:25]=3)[N:20]=[CH:19][CH:18]=2)[CH:3]=1.[CH3:28][S:29](Cl)(=[O:31])=[O:30]. (2) Given the product [C:13]([N:20]1[CH2:21][CH2:22][CH:23]([CH2:26][CH2:27][CH2:28][O:1][C:2]2[CH:3]=[C:4]([CH2:8][C:9]([O:11][CH3:12])=[O:10])[CH:5]=[CH:6][CH:7]=2)[CH2:24][CH2:25]1)([O:15][C:16]([CH3:19])([CH3:18])[CH3:17])=[O:14], predict the reactants needed to synthesize it. The reactants are: [OH:1][C:2]1[CH:3]=[C:4]([CH2:8][C:9]([O:11][CH3:12])=[O:10])[CH:5]=[CH:6][CH:7]=1.[C:13]([N:20]1[CH2:25][CH2:24][CH:23]([CH:26](O)[CH2:27][CH3:28])[CH2:22][CH2:21]1)([O:15][C:16]([CH3:19])([CH3:18])[CH3:17])=[O:14].C1(P(C2C=CC=CC=2)C2C=CC=CC=2)C=CC=CC=1.N(C(OC(C)C)=O)=NC(OC(C)C)=O.